This data is from Reaction yield outcomes from USPTO patents with 853,638 reactions. The task is: Predict the reaction yield, written as a fraction of the theoretical maximum amount of product (1.0 means a 100% yield; for example, 0.34 means a 34% yield). (1) The reactants are [CH3:1][O:2][C:3]([C:5]1[C:13]2[C:8](=[CH:9][CH:10]=[C:11](Br)[CH:12]=2)[NH:7][N:6]=1)=[O:4].[CH:15](O[Na])=[O:16]. The catalyst is CN(C=O)C.CCOC(C)=O.O.Cl[Pd](Cl)([P](C1C=CC=CC=1)(C1C=CC=CC=1)C1C=CC=CC=1)[P](C1C=CC=CC=1)(C1C=CC=CC=1)C1C=CC=CC=1. The product is [CH3:1][O:2][C:3]([C:5]1[C:13]2[C:8](=[CH:9][CH:10]=[C:11]([CH:15]=[O:16])[CH:12]=2)[NH:7][N:6]=1)=[O:4]. The yield is 0.540. (2) The reactants are [N+:1]([C:4]1[CH:5]=[N:6][C:7]([NH:10][C:11](=[O:13])[CH3:12])=[N:8][CH:9]=1)([O-])=O. The catalyst is CO.[Pd]. The product is [NH2:1][C:4]1[CH:5]=[N:6][C:7]([NH:10][C:11](=[O:13])[CH3:12])=[N:8][CH:9]=1. The yield is 1.00. (3) The reactants are C[O:2][C:3]1[CH:19]=[CH:18][C:6]2[CH2:7][C@@H:8]([CH2:13][C:14]([O:16][CH3:17])=[O:15])[C:9](=[O:12])[NH:10][CH2:11][C:5]=2[CH:4]=1.B(Br)(Br)Br.CO. The catalyst is C(Cl)(Cl)Cl.O.CO. The product is [OH:2][C:3]1[CH:19]=[CH:18][C:6]2[CH2:7][C@@H:8]([CH2:13][C:14]([O:16][CH3:17])=[O:15])[C:9](=[O:12])[NH:10][CH2:11][C:5]=2[CH:4]=1. The yield is 0.680. (4) The reactants are CC(C)([O-])C.[K+].F[C:8]1[C:18]([F:19])=[C:17]([F:20])[CH:16]=[CH:15][C:9]=1[NH:10][C@@H:11]([CH3:14])[CH2:12][OH:13].C(O[CH:24]=[C:25]([C:31]([O:33][CH2:34][CH3:35])=[O:32])[C:26]([O:28][CH2:29][CH3:30])=[O:27])C. The catalyst is CN(C=O)C. The product is [F:20][C:17]1[CH:16]=[CH:15][C:9]2[N:10]([CH:24]=[C:25]([C:26]([O:28][CH2:29][CH3:30])=[O:27])[C:31]([O:33][CH2:34][CH3:35])=[O:32])[C@@H:11]([CH3:14])[CH2:12][O:13][C:8]=2[C:18]=1[F:19]. The yield is 0.650. (5) The reactants are [C:1](O[BH-](OC(=O)C)OC(=O)C)(=O)C.[Na+].[C:15]1([C@H:21]([N:23]2[CH2:28][CH2:27][O:26][C@@H:25]([C:29]3[CH:34]=[CH:33][C:32]([NH:35][C@@H:36]4[CH2:40][CH2:39][O:38][CH2:37]4)=[CH:31][CH:30]=3)[CH2:24]2)[CH3:22])[CH:20]=[CH:19][CH:18]=[CH:17][CH:16]=1.C=O. The catalyst is ClC(Cl)C. The product is [CH3:1][N:35]([C:32]1[CH:33]=[CH:34][C:29]([C@@H:25]2[O:26][CH2:27][CH2:28][N:23]([C@@H:21]([C:15]3[CH:20]=[CH:19][CH:18]=[CH:17][CH:16]=3)[CH3:22])[CH2:24]2)=[CH:30][CH:31]=1)[C@@H:36]1[CH2:40][CH2:39][O:38][CH2:37]1. The yield is 1.00.